This data is from Catalyst prediction with 721,799 reactions and 888 catalyst types from USPTO. The task is: Predict which catalyst facilitates the given reaction. (1) Reactant: C([O:3][C:4](=[O:25])[CH2:5][C@H:6]([NH:17][C:18]([O:20][C:21]([CH3:24])([CH3:23])[CH3:22])=[O:19])[CH2:7][C:8]1[CH:13]=[C:12]([F:14])[C:11]([F:15])=[CH:10][C:9]=1[F:16])C.[OH-].[Na+]. Product: [C:21]([O:20][C:18]([NH:17][C@H:6]([CH2:7][C:8]1[CH:13]=[C:12]([F:14])[C:11]([F:15])=[CH:10][C:9]=1[F:16])[CH2:5][C:4]([OH:25])=[O:3])=[O:19])([CH3:24])([CH3:22])[CH3:23]. The catalyst class is: 24. (2) Reactant: [Cl:1][C:2]1[C:48]([F:49])=[CH:47][CH:46]=[CH:45][C:3]=1[CH2:4][NH:5][C:6](=[O:44])[N:7]([C@H:9]([CH2:27][O:28][C:29](=[O:43])[NH:30][C:31]1[CH:35]=[C:34]([C:36]2[CH:41]=[CH:40][CH:39]=[C:38]([F:42])[CH:37]=2)[O:33][N:32]=1)[CH2:10][CH2:11][C:12]([N:14]1[CH2:19][CH2:18][N:17](C(OC(C)(C)C)=O)[CH2:16][CH2:15]1)=[O:13])[CH3:8].Cl.O1CCOCC1. Product: [F:42][C:38]1[CH:37]=[C:36]([C:34]2[O:33][N:32]=[C:31]([NH:30][C:29](=[O:43])[O:28][CH2:27][C@@H:9]([N:7]([CH3:8])[C:6]([NH:5][CH2:4][C:3]3[CH:45]=[CH:46][CH:47]=[C:48]([F:49])[C:2]=3[Cl:1])=[O:44])[CH2:10][CH2:11][C:12](=[O:13])[N:14]3[CH2:15][CH2:16][NH:17][CH2:18][CH2:19]3)[CH:35]=2)[CH:41]=[CH:40][CH:39]=1. The catalyst class is: 5.